Dataset: Forward reaction prediction with 1.9M reactions from USPTO patents (1976-2016). Task: Predict the product of the given reaction. Given the reactants [Cl:1][C:2]1[C:6]([CH3:7])=[CH:5][S:4][C:3]=1[C:8]([NH:10][NH:11][C:12]([NH:14][CH2:15][CH:16]([CH3:18])[CH3:17])=[O:13])=O, predict the reaction product. The product is: [Cl:1][C:2]1[C:6]([CH3:7])=[CH:5][S:4][C:3]=1[C:8]1[N:14]([CH2:15][CH:16]([CH3:18])[CH3:17])[C:12](=[O:13])[NH:11][N:10]=1.